Dataset: Forward reaction prediction with 1.9M reactions from USPTO patents (1976-2016). Task: Predict the product of the given reaction. (1) Given the reactants [CH3:1][O:2][C:3]([CH:5]1[CH2:9][CH2:8][C:7](=[O:10])[CH2:6]1)=[O:4].[BH4-].[Na+], predict the reaction product. The product is: [CH3:1][O:2][C:3]([CH:5]1[CH2:9][CH2:8][CH:7]([OH:10])[CH2:6]1)=[O:4]. (2) Given the reactants [C:1]([N:5]1[CH2:9][C@@H:8]([C:10]2[CH:15]=[CH:14][C:13]([F:16])=[CH:12][C:11]=2[F:17])[C@H:7]([C:18]([O:20]C)=[O:19])[CH2:6]1)([CH3:4])([CH3:3])[CH3:2].C[Si](C)(C)[O-].[K+].[ClH:28].C(OCC)(=O)C, predict the reaction product. The product is: [ClH:28].[C:1]([N:5]1[CH2:9][C@@H:8]([C:10]2[CH:15]=[CH:14][C:13]([F:16])=[CH:12][C:11]=2[F:17])[C@H:7]([C:18]([OH:20])=[O:19])[CH2:6]1)([CH3:4])([CH3:2])[CH3:3]. (3) Given the reactants Br[C:2]1[CH:9]=[C:8]([Cl:10])[CH:7]=[C:6]([F:11])[C:3]=1[C:4]#[N:5].[Br-].[Li+].[Cu]C#N.[CH3:17][O:18][C:19]1[CH:20]=[C:21]([CH:25]=[CH:26][CH:27]=1)[C:22](Cl)=[O:23], predict the reaction product. The product is: [Cl:10][C:8]1[CH:9]=[C:2]([C:22](=[O:23])[C:21]2[CH:25]=[CH:26][CH:27]=[C:19]([O:18][CH3:17])[CH:20]=2)[C:3]([C:4]#[N:5])=[C:6]([F:11])[CH:7]=1. (4) Given the reactants C([N:3]([CH2:6][CH3:7])CC)C.[C:8]1([C:14]([OH:16])=[O:15])([C:11](O)=[O:12])[CH2:10][CH2:9]1.S(Cl)(Cl)=O.[F:21]NC1C=CC=CC=1.[CH2:29]1[CH2:33]O[CH2:31][CH2:30]1, predict the reaction product. The product is: [F:21][C:29]1[CH:33]=[CH:7][C:6]([NH:3][C:11]([C:8]2([C:14]([OH:16])=[O:15])[CH2:10][CH2:9]2)=[O:12])=[CH:31][CH:30]=1. (5) Given the reactants C([O:5][C:6](=[O:20])[C@@H:7]([N:9]1[C:18](=[O:19])[C:17]2[C:12](=[CH:13][CH:14]=[CH:15][CH:16]=2)[N:11]=[CH:10]1)[CH3:8])(C)(C)C, predict the reaction product. The product is: [O:19]=[C:18]1[C:17]2[C:12](=[CH:13][CH:14]=[CH:15][CH:16]=2)[N:11]=[CH:10][N:9]1[C@@H:7]([CH3:8])[C:6]([OH:20])=[O:5]. (6) Given the reactants [CH3:1][O:2][C:3]1[CH:8]=[C:7]([O:9][CH3:10])[C:6]([C:11]2[N:12]([CH3:20])[C:13]3[C:18]([CH:19]=2)=[CH:17][CH:16]=[CH:15][CH:14]=3)=[CH:5][C:4]=1[CH:21]=[CH:22][C:23]([C:25]1[CH:30]=[CH:29][C:28]([S:31]([NH2:34])(=[O:33])=[O:32])=[CH:27][CH:26]=1)=[O:24].[C:35](O[C:35](=[O:39])[CH2:36][CH2:37][CH3:38])(=[O:39])[CH2:36][CH2:37][CH3:38].C(N(CC)CC)C.O, predict the reaction product. The product is: [C:35]([NH:34][S:31]([C:28]1[CH:27]=[CH:26][C:25]([C:23](=[O:24])/[CH:22]=[CH:21]/[C:4]2[CH:5]=[C:6]([C:11]3[N:12]([CH3:20])[C:13]4[C:18]([CH:19]=3)=[CH:17][CH:16]=[CH:15][CH:14]=4)[C:7]([O:9][CH3:10])=[CH:8][C:3]=2[O:2][CH3:1])=[CH:30][CH:29]=1)(=[O:33])=[O:32])(=[O:39])[CH2:36][CH2:37][CH3:38].